Dataset: Full USPTO retrosynthesis dataset with 1.9M reactions from patents (1976-2016). Task: Predict the reactants needed to synthesize the given product. Given the product [Cl:33][C:31]1[C:30]([C:34]([F:36])([F:35])[F:37])=[CH:29][N:28]=[C:27]([NH:15][CH2:14][C:13]2[C:8]([O:7][C:4]3[CH:3]=[CH:2][C:1]([CH3:16])=[CH:6][CH:5]=3)=[N:9][CH:10]=[N:11][CH:12]=2)[N:32]=1, predict the reactants needed to synthesize it. The reactants are: [C:1]1([CH3:16])[CH:6]=[CH:5][C:4]([O:7][C:8]2[C:13]([CH2:14][NH2:15])=[CH:12][N:11]=[CH:10][N:9]=2)=[CH:3][CH:2]=1.CCN(C(C)C)C(C)C.Cl[C:27]1[N:32]=[C:31]([Cl:33])[C:30]([C:34]([F:37])([F:36])[F:35])=[CH:29][N:28]=1.